Predict the product of the given reaction. From a dataset of Forward reaction prediction with 1.9M reactions from USPTO patents (1976-2016). (1) Given the reactants [C:1]([O:5][C:6]([N:8]1[CH2:12][C@@H:11]([CH2:13][N:14]([CH:31]([CH3:33])[CH3:32])[C:15](=[O:30])[C:16]2[CH:21]=[CH:20][C:19]([O:22][CH3:23])=[C:18]([O:24][CH2:25][CH2:26][CH2:27][O:28][CH3:29])[CH:17]=2)[C@H:10]([NH2:34])[CH2:9]1)=[O:7])([CH3:4])([CH3:3])[CH3:2].[CH:35](=O)[C:36]1[CH:41]=[CH:40][CH:39]=[CH:38][CH:37]=1.[BH-](OC(C)=O)(OC(C)=O)OC(C)=O.[Na+], predict the reaction product. The product is: [C:1]([O:5][C:6]([N:8]1[CH2:12][C@H:11]([CH2:13][N:14]([CH:31]([CH3:32])[CH3:33])[C:15](=[O:30])[C:16]2[CH:21]=[CH:20][C:19]([O:22][CH3:23])=[C:18]([O:24][CH2:25][CH2:26][CH2:27][O:28][CH3:29])[CH:17]=2)[C@@H:10]([NH:34][CH2:35][C:36]2[CH:41]=[CH:40][CH:39]=[CH:38][CH:37]=2)[CH2:9]1)=[O:7])([CH3:3])([CH3:4])[CH3:2]. (2) Given the reactants [N+:1]([C:4]1[CH:9]=[CH:8][C:7]([C:10](=O)[CH3:11])=[CH:6][CH:5]=1)([O-:3])=[O:2].CO[CH:15](OC)[NH2:16].O.[NH2:20]N, predict the reaction product. The product is: [N+:1]([C:4]1[CH:9]=[CH:8][C:7]([C:10]2[NH:20][N:16]=[CH:15][CH:11]=2)=[CH:6][CH:5]=1)([O-:3])=[O:2]. (3) Given the reactants Cl[C:2]1([NH2:20])[N:19]=[CH:18][N:17]=[C:16]2[C:3]1=[N:4][CH2:5][N:6]2[C@@H:7]1[O:15][C@H:12]([CH2:13][OH:14])[C@@H:10]([OH:11])[C@H:8]1[OH:9].[CH:21]1(N)[CH2:25][CH2:24][CH2:23][CH2:22]1.C(O)C, predict the reaction product. The product is: [CH:21]1([NH:20][C:2]2[C:3]3[N:4]=[CH:5][N:6]([C:16]=3[N:17]=[CH:18][N:19]=2)[C@@H:7]2[O:15][C@H:12]([CH2:13][OH:14])[C@@H:10]([OH:11])[C@H:8]2[OH:9])[CH2:25][CH2:24][CH2:23][CH2:22]1. (4) Given the reactants C([O:3][C:4]([C:6]1[N:7]=[C:8]([C:20]2[CH:25]=[CH:24][C:23]([CH:26]([CH3:28])[CH3:27])=[CH:22][CH:21]=2)[C:9]2[C:14]([CH:15]=1)=[CH:13][CH:12]=[C:11]([O:16][CH2:17][C:18]#[CH:19])[CH:10]=2)=[O:5])C.[OH-].[Na+].Cl, predict the reaction product. The product is: [CH:26]([C:23]1[CH:22]=[CH:21][C:20]([C:8]2[C:9]3[C:14](=[CH:13][CH:12]=[C:11]([O:16][CH2:17][C:18]#[CH:19])[CH:10]=3)[CH:15]=[C:6]([C:4]([OH:5])=[O:3])[N:7]=2)=[CH:25][CH:24]=1)([CH3:28])[CH3:27]. (5) Given the reactants [CH3:1][O:2][C:3]1[CH:4]=[C:5]([CH:23]=[CH:24][C:25]=1[O:26][CH3:27])[CH2:6][CH:7]1[C:16]2[C:11](=[CH:12][C:13]([O:21][CH3:22])=[C:14]([O:19][CH3:20])[C:15]=2[O:17][CH3:18])[CH2:10][CH2:9][NH:8]1.Br[CH2:29][C:30](Br)=[O:31].[NH2:33][C@@H:34]1[C:42]2[C:37](=[CH:38][CH:39]=[CH:40][CH:41]=2)[CH2:36][C@@H:35]1[OH:43], predict the reaction product. The product is: [CH3:1][O:2][C:3]1[CH:4]=[C:5]([CH:23]=[CH:24][C:25]=1[O:26][CH3:27])[CH2:6][CH:7]1[C:16]2[C:11](=[CH:12][C:13]([O:21][CH3:22])=[C:14]([O:19][CH3:20])[C:15]=2[O:17][CH3:18])[CH2:10][CH2:9][N:8]1[CH2:29][C:30]([NH:33][C@@H:34]1[C:42]2[C:37](=[CH:38][CH:39]=[CH:40][CH:41]=2)[CH2:36][C@@H:35]1[OH:43])=[O:31]. (6) Given the reactants C([O:3][C:4](=O)[C:5]([NH:14][C:15]([O:17][CH3:18])=[O:16])([CH3:13])[CH2:6][CH2:7][C:8]1[S:9][CH:10]=[CH:11][CH:12]=1)C.[BH4-].[Na+].[Cl-].[Li+], predict the reaction product. The product is: [CH3:18][O:17][C:15]([NH:14][C:5]([CH3:13])([CH2:6][CH2:7][C:8]1[S:9][CH:10]=[CH:11][CH:12]=1)[CH2:4][OH:3])=[O:16]. (7) Given the reactants Cl.[F:2][C:3]1[CH:12]=[C:11]2[C:6]([CH2:7][CH2:8][CH2:9][CH:10]2[CH2:13][CH2:14][NH2:15])=[CH:5][CH:4]=1.[C:16](OC(=O)C)(=[O:18])[CH3:17].Cl, predict the reaction product. The product is: [F:2][C:3]1[CH:12]=[C:11]2[C:6]([CH2:7][CH2:8][CH2:9][CH:10]2[CH2:13][CH2:14][NH:15][C:16](=[O:18])[CH3:17])=[CH:5][CH:4]=1. (8) Given the reactants [CH2:1]([C:3]1[N:4]=[C:5]([C:8]2[CH:32]=[CH:31][C:11]([O:12][CH2:13][CH2:14][O:15][C:16]3[CH:17]=[C:18]4[C:22](=[CH:23][CH:24]=3)[C@H:21]([CH2:25][C:26]([O:28]CC)=[O:27])[CH2:20][CH2:19]4)=[C:10]([CH2:33][CH2:34][CH3:35])[CH:9]=2)[S:6][CH:7]=1)[CH3:2].O[Li].O, predict the reaction product. The product is: [CH2:1]([C:3]1[N:4]=[C:5]([C:8]2[CH:32]=[CH:31][C:11]([O:12][CH2:13][CH2:14][O:15][C:16]3[CH:17]=[C:18]4[C:22](=[CH:23][CH:24]=3)[C@H:21]([CH2:25][C:26]([OH:28])=[O:27])[CH2:20][CH2:19]4)=[C:10]([CH2:33][CH2:34][CH3:35])[CH:9]=2)[S:6][CH:7]=1)[CH3:2]. (9) Given the reactants CS[CH:3]([C:14]1[CH:19]=[C:18]([C:20]([C:24]([O:26][CH2:27][CH3:28])=[O:25])=[CH:21][CH2:22][CH3:23])[CH:17]=[CH:16][C:15]=1[O:29][CH3:30])[C:4]([O:6][CH2:7][C:8]1[CH:13]=[CH:12][CH:11]=[CH:10][CH:9]=1)=[O:5], predict the reaction product. The product is: [CH3:28][CH2:27][O:26][C:24]([C:20]([C:18]1[CH:17]=[CH:16][C:15]([O:29][CH3:30])=[C:14]([CH2:3][C:4]([O:6][CH2:7][C:8]2[CH:9]=[CH:10][CH:11]=[CH:12][CH:13]=2)=[O:5])[CH:19]=1)=[CH:21][CH2:22][CH3:23])=[O:25].